From a dataset of Experimentally validated miRNA-target interactions with 360,000+ pairs, plus equal number of negative samples. Binary Classification. Given a miRNA mature sequence and a target amino acid sequence, predict their likelihood of interaction. (1) The miRNA is hsa-miR-423-5p with sequence UGAGGGGCAGAGAGCGAGACUUU. The protein sequence of the target gene is MESGAYGAAKAGGSFDLRRFLTQPQVVARAVCLVFALIVFSCIYGEGYSNAHESKQMYCVFNRNEDACRYGSAIGVLAFLASAFFLVVDAYFPQISNATDRKYLVIGDLLFSALWTFLWFVGFCFLTNQWAVTNPKDVLVGADSVRAAITFSFFSIFSWGVLASLAYQRYKAGVDDFIQNYVDPTPDPNTAYASYPGASVDNYQQPPFTQNAETTEGYQPPPVY. Result: 1 (interaction). (2) The miRNA is hsa-miR-200a-3p with sequence UAACACUGUCUGGUAACGAUGU. The protein sequence of the target gene is MWRADRWAPLLLFLLQSALGRPRLAPPRNVTLFSQNFTVYLTWLPGLGSPPNVTYFVTYQSYIKTGWRPVEHCAGIKALVCPLMCLKKLNLYSKFKGRVQAASAHGRSPRVESRYLEYLFDVELAPPTLVLTQMEKILRVNATYQLPPCMPSLELKYQVEFWKEGLGSKTLFPDTPYGQPVQIPLQQGASRRHCLSARTVYTLIDIKYSQFSEPSCIFLEAPGDKRAVLAMPSLLLLLIAAVAAGVAWKIMKGNPWFQGVKTPRALDFSEYRYPVATFQPSGPEFSDDLILCPQKELTIR.... Result: 0 (no interaction). (3) The miRNA is hsa-miR-16-5p with sequence UAGCAGCACGUAAAUAUUGGCG. The protein sequence of the target gene is MSSPQAPEDGQGCGDRGDPPGDLRSVLVTTVLNLEPLDEDLFRGRHYWVPAKRLFGGQIVGQALVAAAKSVSEDVHVHSLHCYFVRAGDPKLPVLYQVERTRTGSSFSVRSVKAVQHGKPIFICQASFQQAQPSPMQHQFSMPTVPPPEELLDCETLIDQYLRDPNLQKRYPLALNRIAAQEVPIEIKPVNPSPLSQLQRMEPKQMFWVRARGYIGEGDMKMHCCVAAYISDYAFLGTALLPHQWQHKVHFMVSLDHSMWFHAPFRADHWMLYECESPWAGGSRGLVHGRLWRQDGVLAV.... Result: 1 (interaction). (4) The miRNA is hsa-miR-3155a with sequence CCAGGCUCUGCAGUGGGAACU. The protein sequence of the target gene is MSQDTKVKTTESSPPAPSKARKLLPVLDPSGDYYYWWLNTMVFPVMYNLIILVCRACFPDLQHGYLVAWLVLDYTSDLLYLLDMVVRFHTGFLEQGILVVDKGRISSRYVRTWSFFLDLASLMPTDVVYVRLGPHTPTLRLNRFLRAPRLFEAFDRTETRTAYPNAFRIAKLMLYIFVVIHWNSCLYFALSRYLGFGRDAWVYPDPAQPGFERLRRQYLYSFYFSTLILTTVGDTPPPAREEEYLFMVGDFLLAVMGFATIMGSMSSVIYNMNTADAAFYPDHALVKKYMKLQHVNRKLE.... Result: 1 (interaction). (5) The miRNA is hsa-miR-100-3p with sequence CAAGCUUGUAUCUAUAGGUAUG. The protein sequence of the target gene is MSIRAPPRLLELARQRLLRDQALAISTMEELPRELFPTLFMEAFSRRRCETLKTMVQAWPFTRLPLGSLMKSPHLESLKSVLEGVDVLLTQEVRPRQSKLQVLDLRNVDENFCDIFSGATASFPEALSQKQTADNCPGTGRQQPFMVFIDLCLKNRTLDECLTHLLEWGKQRKGLLHVCCKELQVFGMPIHSIIEVLNMVELDCIQEVEVCCPWELSTLVKFAPYLGQMRNLRKLVLFNIRASACIPPDNKGQFIARFTSQFLKLDYFQNLSMHSVSFLEGHLDQLLRCLQASLEMVVMT.... Result: 1 (interaction).